From a dataset of Experimentally validated miRNA-target interactions with 360,000+ pairs, plus equal number of negative samples. Binary Classification. Given a miRNA mature sequence and a target amino acid sequence, predict their likelihood of interaction. (1) Result: 1 (interaction). The miRNA is hsa-miR-4745-5p with sequence UGAGUGGGGCUCCCGGGACGGCG. The protein sequence of the target gene is MAAVAGSGAAAAPSSLLLVVGSEFGSPGLLTYVLEELERGIRSWDVDPGVCNLDEQLKVFVSRHSATFSSIVKGQRSLHHRGDNLETLVLLNPSDKSLYDELRNLLLDPASHKLLVLAGPCLEETGELLLQTGGFSPHHFLQVLKDREIRDILATTPPPVQPPILTITCPTFGDWAQLAPAVPGLQGALRLQLRLNPPAQLPNSEGLCEFLEYVAESLEPPSPFELLEPPTSGGFLRLGRPCCYIFPGGLGDAAFFAVNGFTVLVNGGSNPKSSFWKLVRHLDRVDAVLVTHPGADSLPG.... (2) The protein sequence of the target gene is MPPRKKRRQPSQKAPLLFHQQPLEGPKHSCASTQLPITHTRQVPSKPIDHSTITSWVSPDFDTAAGSLFPAYQKHQNRARHSSRKPTTSKFPHLTFESPQSSSSETLGIPLIRECPSESEKDVSRRPLVPVLSPQSCGNMSVQALQSLPYVFIPPDIQTPESSSVKEELIPQDQKENSLLSCTLHTGTPNSPEPGPVLVKDTPEDKYGIKVTWRRRQHLLAYLRERGKLSRSQFLVKS. Result: 0 (no interaction). The miRNA is hsa-miR-548t-3p with sequence AAAAACCACAAUUACUUUUGCACCA. (3) The miRNA is dme-miR-303-5p with sequence UUUAGGUUUCACAGGAAACUGGU. The protein sequence of the target gene is MEAGPPGSARPAEPGPCLSGQRGADHTASASLQSVAGTEPGRHPQAVAAVLPAGGCGERMGVPTPKQFCPILERPLISYTLQALERVCWIKDIVVAVTGENMEVMKSIIQKYQHKRISLVEAGVTRHRSIFNGLKALAEDQINSKLSKPEVVIIHDAVRPFVEEGVLLKVVTAAKEHGAAGAIRPLVSTVVSPSADGCLDYSLERARHRASEMPQAFLFDVIYEAYQQCSDYDLEFGTECLQLALKYCCTKAKLVEGSPDLWKVTYKRDLYAAESIIKERISQEICVVMDTEEDNKHVGH.... Result: 0 (no interaction). (4) The miRNA is hsa-miR-124-3p with sequence UAAGGCACGCGGUGAAUGCCAA. The protein sequence of the target gene is MSRVRDAGCVAAGIVIGAGAWYCVYKYTRGRDQTKKRMAKPKNRAVAGTGARARAGLRAGFTIDLGSGFSPPTPVRAEAEDRAQDEASALDTVGAEAVAPAASSAEAQSGAGSQAQEADGAGVGPKAESVVGAAMASAIAPPPGVTEALGAAEAPAMAGAPKVAEAPREAETSRAAVPPGTVVPTEAAAPTEVTEGPGVAAPTKVAEAPGVASPTEAAEAPVPATPTGAAAPTGAAESPGTSGSPRTAVVPGTSAAKKATPGAHTGAIPKATSATGAVPKGGGKGVTRSRNGGKGKGKKS.... Result: 1 (interaction). (5) The miRNA is mmu-miR-186-5p with sequence CAAAGAAUUCUCCUUUUGGGCU. The protein sequence of the target gene is MGANTSSKAPVFDENEDVNFDHFEILRAIGKGSFGKVCIVRKNDTKKMYAMKYMNKQKCVERNEVRNVFKELQIMQGLEHPFLVNLWYSFQDEEDMFMVVDLLLGGDLRYHLQQNVHFQEDTVKLFICELAMALDYLQSQRIIHRDMKPDNILLDEHGHVHITDFNIAAMLPKETRITTVAGTKPYMAPEMFTSRKETGYSFAVDWWSLGVTAYELLRGRRPYHIRSSTSSKEIVNMFETAIVTYPSAWSQEMVSLLKKLLEPNPDQRFSHLTDIQNFPYMSDMNWDAVLQKRLIPGFIP.... Result: 1 (interaction). (6) Result: 0 (no interaction). The protein sequence of the target gene is MWKDLPQNVPRIPRIQVPAAAADNSLLKDLNQGQRCYLYSIMRIYDSRPQWKALQTRYIHSLGYQQHLGYITQQEALSCAAVLRHSTMRASATVAPQRTILPRVFSHAKKGQPAKPGFRVGSRASLHSMLSTKTLDKA. The miRNA is bta-miR-154a with sequence UAGGUUAUCCGUGUAGCCUUCG. (7) The miRNA is mmu-miR-3063-3p with sequence UGAGGAAUCCUGAUCUCUCGCC. The protein sequence of the target gene is MADGVDHIDIYADVGEEFNQEAEYGGHDQIDLYDDVISPSANNGDAPEDRDYMDTLPPTVGDDVGKGAAPNVVYTYTGKRIALYIGNLTWWTTDEDLTEAVHSLGVNDILEIKFFENRANGQSKGFALVGVGSEASSKKLMDLLPKRELHGQNPVVTPCNKQFLSQFEMQSRKTTQSGQMSGEGKAGPPGGSSRAAFPQGGRGRGRFPGAVPGGDRFPGPAGPGGPPPPFPAGQTPPRPPLGPPGPPGPPGPPPPGQVLPPPLAGPPNRGDRPPPPVLFPGQPFGQPPLGPLPPGPPPPV.... Result: 0 (no interaction). (8) The miRNA is mmu-miR-324-3p with sequence CCACUGCCCCAGGUGCUGCU. The protein sequence of the target gene is MFRNSLKMLLTGGKSSRKNRSSDGGSEEPPDRRQSSVDSRQSRSGQGGISTESDCAFEPDYAVPPLPVSEGDVEQELGPPPSVDEAANTLMTRLGFLLGEKVTEVQPSDQYSMEVQDENQTSAITQRISPCSTLTSSTASPPASSPCSTLPPVSTNAAAKDCSYGAVTSPTSTLESRDSGIIATLTNYSENMERTKYVGEGSKELGSGGNLKPWQSQKSSMDSCLYRVDENMAASTYSLNKIPERNLETVLSQSVQSIPLYLMPRPNSVAATSSAHLEDLAYLDEQRHTPLRTSLRMPRQ.... Result: 1 (interaction).